This data is from Forward reaction prediction with 1.9M reactions from USPTO patents (1976-2016). The task is: Predict the product of the given reaction. (1) Given the reactants O([C:9]([O:11][C:12]([CH3:15])([CH3:14])[CH3:13])=[O:10])[C:9]([O:11][C:12]([CH3:15])([CH3:14])[CH3:13])=[O:10].[NH:16]1[C@H:20]([C:21]([O:23][CH2:24][CH3:25])=[O:22])[CH2:19][CH2:18][C@@H:17]1[C:26]([O:28][CH2:29][CH3:30])=[O:27], predict the reaction product. The product is: [N:16]1([C:9]([O:11][C:12]([CH3:13])([CH3:14])[CH3:15])=[O:10])[C@H:20]([C:21]([O:23][CH2:24][CH3:25])=[O:22])[CH2:19][CH2:18][C@@H:17]1[C:26]([O:28][CH2:29][CH3:30])=[O:27]. (2) Given the reactants Br[C:2]1[CH:3]=[C:4]2[C:9](=[CH:10][CH:11]=1)[CH2:8][CH:7]([N:12]1[CH2:17][CH2:16][O:15][CH2:14][CH2:13]1)[CH2:6][CH2:5]2.[NH:18]1[CH2:22][CH2:21][CH2:20][C@H:19]1[CH2:23][N:24]1[CH2:28][CH2:27][CH2:26][CH2:25]1.BrC1C=C2C(=CC=1)C[C:35](=[O:40])CC2.N1CCOCC1, predict the reaction product. The product is: [N:12]1([CH:7]2[CH2:6][CH2:5][C:4]3[CH:3]=[C:2]([C:35]([N:18]4[CH2:22][CH2:21][CH2:20][CH:19]4[CH2:23][N:24]4[CH2:28][CH2:27][CH2:26][CH2:25]4)=[O:40])[CH:11]=[CH:10][C:9]=3[CH2:8]2)[CH2:17][CH2:16][O:15][CH2:14][CH2:13]1. (3) Given the reactants [C:1]([O:4][CH2:5][C:6]1[C:14]([CH2:15][C@@H:16]([CH2:22][C:23]([O:25][CH2:26][CH3:27])=[O:24])[C:17]([O:19][CH2:20][CH3:21])=[O:18])=[CH:13][C:12]([Br:28])=[C:11]2[C:7]=1[CH:8]=[N:9][NH:10]2)(=[O:3])[CH3:2].[Br:29]N1C(=O)CCC1=O, predict the reaction product. The product is: [C:1]([O:4][CH2:5][C:6]1[C:14]([CH2:15][C@@H:16]([CH2:22][C:23]([O:25][CH2:26][CH3:27])=[O:24])[C:17]([O:19][CH2:20][CH3:21])=[O:18])=[CH:13][C:12]([Br:28])=[C:11]2[C:7]=1[C:8]([Br:29])=[N:9][NH:10]2)(=[O:3])[CH3:2].